From a dataset of Full USPTO retrosynthesis dataset with 1.9M reactions from patents (1976-2016). Predict the reactants needed to synthesize the given product. Given the product [C:4]([Si:1]([CH3:3])([CH3:2])[O:8][C:9]1[C:10]([CH3:27])=[CH:11][C:12]([CH:16]2[C:24]3[C:19](=[CH:20][CH:21]=[CH:22][CH:23]=3)[N:18]([C:34]3[CH:33]=[CH:32][CH:31]=[C:30]([O:29][CH3:28])[CH:35]=3)[C:17]2=[O:25])=[CH:13][C:14]=1[CH3:15])([CH3:5])([CH3:7])[CH3:6], predict the reactants needed to synthesize it. The reactants are: [Si:1]([O:8][C:9]1[C:14]([CH3:15])=[CH:13][C:12]([C:16]2(O)[C:24]3[C:19](=[CH:20][CH:21]=[CH:22][CH:23]=3)[NH:18][C:17]2=[O:25])=[CH:11][C:10]=1[CH3:27])([C:4]([CH3:7])([CH3:6])[CH3:5])([CH3:3])[CH3:2].[CH3:28][O:29][C:30]1[CH:31]=[C:32](B(O)O)[CH:33]=[CH:34][CH:35]=1.C(N(CC)CC)C.